Dataset: Reaction yield outcomes from USPTO patents with 853,638 reactions. Task: Predict the reaction yield, written as a fraction of the theoretical maximum amount of product (1.0 means a 100% yield; for example, 0.34 means a 34% yield). (1) The reactants are [O:1]1[CH2:6][CH2:5][CH2:4][CH2:3][CH:2]1[CH2:7]O.[Cl:9][C:10]1[CH:18]=[CH:17][CH:16]=[C:15]2[C:11]=1[C:12]([C:19]([NH:21][CH2:22][CH:23]1[CH2:28][CH2:27][C:26]([F:30])([F:29])[CH2:25][CH2:24]1)=[O:20])=[CH:13][NH:14]2.C(C=P(CCCC)(CCCC)CCCC)#N. No catalyst specified. The product is [Cl:9][C:10]1[CH:18]=[CH:17][CH:16]=[C:15]2[C:11]=1[C:12]([C:19]([NH:21][CH2:22][CH:23]1[CH2:28][CH2:27][C:26]([F:29])([F:30])[CH2:25][CH2:24]1)=[O:20])=[CH:13][N:14]2[CH2:7][CH:2]1[CH2:3][CH2:4][CH2:5][CH2:6][O:1]1. The yield is 0.540. (2) The reactants are [Cl:1][C:2]1[CH:3]=[C:4]([CH:9]=[C:10]([Cl:13])[C:11]=1[OH:12])[C:5]([O:7][CH3:8])=[O:6].[C:14]([O:18][C:19]([N:21]1[CH2:27][CH2:26][CH2:25][C@H:22]1[CH2:23]O)=[O:20])([CH3:17])([CH3:16])[CH3:15].C1C=CC(P(C2C=CC=CC=2)C2C=CC=CC=2)=CC=1.CC(OC(/N=N/C(OC(C)C)=O)=O)C. The catalyst is C1COCC1. The product is [C:14]([O:18][C:19]([N:21]1[CH2:27][CH2:26][CH2:25][CH:22]1[CH2:23][O:12][C:11]1[C:2]([Cl:1])=[CH:3][C:4]([C:5]([O:7][CH3:8])=[O:6])=[CH:9][C:10]=1[Cl:13])=[O:20])([CH3:17])([CH3:15])[CH3:16]. The yield is 0.900.